Task: Binary Classification. Given a T-cell receptor sequence (or CDR3 region) and an epitope sequence, predict whether binding occurs between them.. Dataset: TCR-epitope binding with 47,182 pairs between 192 epitopes and 23,139 TCRs (1) The epitope is YFPLQSYGF. The TCR CDR3 sequence is CASSTPTGDGYTF. Result: 1 (the TCR binds to the epitope). (2) The epitope is AVFDRKSDAK. The TCR CDR3 sequence is CASSPTWSPYEQYF. Result: 0 (the TCR does not bind to the epitope).